This data is from Full USPTO retrosynthesis dataset with 1.9M reactions from patents (1976-2016). The task is: Predict the reactants needed to synthesize the given product. (1) Given the product [NH2:31][CH2:32][CH2:33][S:34][C:2]1[N:3]=[C:4]([O:28][CH3:29])[C:5]([NH:8][S:9]([C:12]2[CH:17]=[CH:16][CH:15]=[C:14]([Cl:18])[C:13]=2[Cl:19])(=[O:10])=[O:11])=[N:6][CH:7]=1, predict the reactants needed to synthesize it. The reactants are: Br[C:2]1[N:3]=[C:4]([O:28][CH3:29])[C:5]([N:8](COCC[Si](C)(C)C)[S:9]([C:12]2[CH:17]=[CH:16][CH:15]=[C:14]([Cl:18])[C:13]=2[Cl:19])(=[O:11])=[O:10])=[N:6][CH:7]=1.Cl.[NH2:31][CH2:32][CH2:33][SH:34]. (2) Given the product [F:18][C:17]([F:19])([F:20])[C:15]1[CH:16]=[C:11]([CH:12]=[C:13]([C:21]([F:22])([F:23])[F:24])[CH:14]=1)[C:10]([NH:9][CH2:8][C@H:5]1[CH2:4][CH2:3][C@H:2]([NH:1][C:44]([C@H:34]2[CH2:35][CH2:36][C@@H:37]([C:38]3[CH:39]=[CH:40][CH:41]=[CH:42][CH:43]=3)[N:33]2[C:31]([O:30][C:26]([CH3:29])([CH3:28])[CH3:27])=[O:32])=[O:45])[CH2:7][CH2:6]1)=[O:25], predict the reactants needed to synthesize it. The reactants are: [NH2:1][C@H:2]1[CH2:7][CH2:6][C@H:5]([CH2:8][NH:9][C:10](=[O:25])[C:11]2[CH:16]=[C:15]([C:17]([F:20])([F:19])[F:18])[CH:14]=[C:13]([C:21]([F:24])([F:23])[F:22])[CH:12]=2)[CH2:4][CH2:3]1.[C:26]([O:30][C:31]([N:33]1[C@H:37]([C:38]2[CH:43]=[CH:42][CH:41]=[CH:40][CH:39]=2)[CH2:36][CH2:35][C@@H:34]1[C:44](O)=[O:45])=[O:32])([CH3:29])([CH3:28])[CH3:27].CN(C(ON1N=NC2C=CC=NC1=2)=[N+](C)C)C.F[P-](F)(F)(F)(F)F.